From a dataset of Full USPTO retrosynthesis dataset with 1.9M reactions from patents (1976-2016). Predict the reactants needed to synthesize the given product. (1) Given the product [O:31]=[C:27]1[CH2:26][C:25]2[C:29](=[CH:30][C:22]([C:20]([C:19]3[CH:18]=[C:17]([NH:16][C:9]([C:6]4[CH:5]=[N:4][N:3]([CH2:1][CH3:2])[C:7]=4[CH3:8])=[O:11])[CH:34]=[CH:33][CH:32]=3)=[O:21])=[CH:23][CH:24]=2)[NH:28]1, predict the reactants needed to synthesize it. The reactants are: [CH2:1]([N:3]1[C:7]([CH3:8])=[C:6]([C:9]([OH:11])=O)[CH:5]=[N:4]1)[CH3:2].S(Cl)(Cl)=O.[NH2:16][C:17]1[CH:18]=[C:19]([CH:32]=[CH:33][CH:34]=1)[C:20]([C:22]1[CH:30]=[C:29]2[C:25]([CH2:26][C:27](=[O:31])[NH:28]2)=[CH:24][CH:23]=1)=[O:21]. (2) Given the product [CH3:1][O:2][C:3](=[O:32])[C@@H:4]([NH:24][C:25](=[O:27])[C:42]1[C:41]([Cl:40])=[CH:49][N:48]=[CH:47][C:46]=1[Cl:50])[CH2:5][C:6]1[CH:7]=[C:8]2[C:13](=[CH:14][CH:15]=1)[N:12]=[C:11]([C:16]1[C:17]([Cl:23])=[CH:18][CH:19]=[CH:20][C:21]=1[Cl:22])[CH:10]=[CH:9]2, predict the reactants needed to synthesize it. The reactants are: [CH3:1][O:2][C:3](=[O:32])[C@@H:4]([NH:24][C:25]([O:27]C(C)(C)C)=O)[CH2:5][C:6]1[CH:7]=[C:8]2[C:13](=[CH:14][CH:15]=1)[N:12]=[C:11]([C:16]1[C:21]([Cl:22])=[CH:20][CH:19]=[CH:18][C:17]=1[Cl:23])[CH:10]=[CH:9]2.C(O)(C(F)(F)F)=O.[Cl:40][C:41]1[CH:49]=[N:48][CH:47]=[C:46]([Cl:50])[C:42]=1C(Cl)=O.